From a dataset of Reaction yield outcomes from USPTO patents with 853,638 reactions. Predict the reaction yield, written as a fraction of the theoretical maximum amount of product (1.0 means a 100% yield; for example, 0.34 means a 34% yield). (1) The reactants are [Br:1]N1C(=O)CCC1=O.[C:9]([O:13][CH:14]([C:19]1[N:20]=[C:21]([C:24]2[CH:29]=[CH:28][CH:27]=[CH:26][CH:25]=2)[S:22][CH:23]=1)[C:15]([O:17][CH3:18])=[O:16])([CH3:12])([CH3:11])[CH3:10].C(OCC)(=O)C. The catalyst is CN(C)C=O. The product is [Br:1][C:23]1[S:22][C:21]([C:24]2[CH:29]=[CH:28][CH:27]=[CH:26][CH:25]=2)=[N:20][C:19]=1[CH:14]([O:13][C:9]([CH3:12])([CH3:10])[CH3:11])[C:15]([O:17][CH3:18])=[O:16]. The yield is 0.780. (2) The reactants are [F:1][C:2]1[CH:7]=[CH:6][C:5]([NH:8][CH:9]([C:11]2[CH:12]=[C:13]([C:28](O)=[O:29])[CH:14]=[C:15]3[C:20]=2[O:19][C:18]([N:21]2[CH2:26][CH2:25][O:24][CH2:23][CH2:22]2)=[CH:17][C:16]3=[O:27])[CH3:10])=[CH:4][CH:3]=1.[CH3:31][NH:32][CH3:33]. No catalyst specified. The product is [F:1][C:2]1[CH:3]=[CH:4][C:5]([NH:8][CH:9]([C:11]2[CH:12]=[C:13]([C:28]([N:32]([CH3:33])[CH3:31])=[O:29])[CH:14]=[C:15]3[C:20]=2[O:19][C:18]([N:21]2[CH2:22][CH2:23][O:24][CH2:25][CH2:26]2)=[CH:17][C:16]3=[O:27])[CH3:10])=[CH:6][CH:7]=1. The yield is 0.607. (3) The reactants are [CH3:1][O:2][C:3]1[CH:4]=[C:5]([CH2:11][CH2:12][CH2:13][CH2:14][OH:15])[CH:6]=[CH:7][C:8]=1[O:9][CH3:10].[CH3:16][S:17](Cl)(=[O:19])=[O:18]. No catalyst specified. The product is [CH3:1][O:2][C:3]1[CH:4]=[C:5]([CH2:11][CH2:12][CH2:13][CH2:14][O:15][S:17]([CH3:16])(=[O:19])=[O:18])[CH:6]=[CH:7][C:8]=1[O:9][CH3:10]. The yield is 0.780. (4) The reactants are [Br:1][C:2]1[CH:9]=[C:8](F)[C:5]([C:6]#[N:7])=[C:4]([F:11])[CH:3]=1.[CH3:12][O-:13].[Na+]. The catalyst is O1CCCC1. The product is [Br:1][C:2]1[CH:9]=[C:8]([O:13][CH3:12])[C:5]([C:6]#[N:7])=[C:4]([F:11])[CH:3]=1. The yield is 0.530. (5) No catalyst specified. The product is [C:29]([C:31]1[CH:32]=[C:33]([NH:37][C:38]([O:39][CH2:40][CH2:41][C:42]2[CH:47]=[CH:46][C:45]([B:25]([OH:27])[OH:26])=[CH:44][C:43]=2[CH3:49])=[O:50])[CH:34]=[CH:35][CH:36]=1)#[N:30]. The reactants are C(C1C=C(NC(=O)CCCC2C=CC([B:25]([OH:27])[OH:26])=CC=2)C=CC=1S(CC)(=O)=O)#N.[C:29]([C:31]1[CH:32]=[C:33]([NH:37][C:38](=[O:50])[O:39][CH2:40][CH2:41][C:42]2[CH:47]=[CH:46][C:45](Br)=[CH:44][C:43]=2[CH3:49])[CH:34]=[CH:35][CH:36]=1)#[N:30]. The yield is 0.640. (6) The reactants are C(OC(=O)[NH:10][C@H:11]1[CH2:16][CH2:15][C@H:14]([O:17][Si:18]([C:21]([CH3:24])([CH3:23])[CH3:22])([CH3:20])[CH3:19])[CH2:13][CH2:12]1)C1C=CC=CC=1.[H][H]. The catalyst is CCOC(C)=O.[Pd]. The product is [C:21]([Si:18]([CH3:20])([CH3:19])[O:17][C@H:14]1[CH2:13][CH2:12][C@H:11]([NH2:10])[CH2:16][CH2:15]1)([CH3:24])([CH3:23])[CH3:22]. The yield is 0.990. (7) The reactants are [CH2:1]([O:8][C:9]1[CH:14]=[CH:13][C:12]([C@@H:15]([O:18][Si:19]([C:22]([CH3:25])([CH3:24])[CH3:23])([CH3:21])[CH3:20])[CH2:16]Br)=[CH:11][C:10]=1[NH:26][CH:27]=[O:28])[C:2]1[CH:7]=[CH:6][CH:5]=[CH:4][CH:3]=1.[CH2:29]([NH2:36])[C:30]1[CH:35]=[CH:34][CH:33]=[CH:32][CH:31]=1. The catalyst is CN1CCCC1=O. The product is [CH2:29]([NH:36][CH2:16][C@@H:15]([C:12]1[CH:13]=[CH:14][C:9]([O:8][CH2:1][C:2]2[CH:7]=[CH:6][CH:5]=[CH:4][CH:3]=2)=[C:10]([NH:26][CH:27]=[O:28])[CH:11]=1)[O:18][Si:19]([C:22]([CH3:25])([CH3:24])[CH3:23])([CH3:21])[CH3:20])[C:30]1[CH:35]=[CH:34][CH:33]=[CH:32][CH:31]=1. The yield is 0.900.